Predict the reaction yield, written as a fraction of the theoretical maximum amount of product (1.0 means a 100% yield; for example, 0.34 means a 34% yield). From a dataset of Reaction yield outcomes from USPTO patents with 853,638 reactions. (1) The reactants are [Br:1][C:2]1[N:3]([CH2:10][CH:11]([CH2:21][O:22][Si](C(C)(C)C)(C)C)[CH2:12][O:13][Si](C(C)(C)C)(C)C)[CH:4]=[C:5]([N+:7]([O-:9])=[O:8])[N:6]=1.Cl.C(=O)=O.CC(C)=O.N. The catalyst is CCO.CO. The product is [Br:1][C:2]1[N:3]([CH2:10][CH:11]([CH2:21][OH:22])[CH2:12][OH:13])[CH:4]=[C:5]([N+:7]([O-:9])=[O:8])[N:6]=1. The yield is 0.850. (2) The reactants are [CH2:1]([O:3][C:4](=[O:14])[CH2:5][NH:6][CH2:7][C:8]1[CH:13]=[CH:12][CH:11]=[CH:10][CH:9]=1)[CH3:2].C(N([CH2:20][CH3:21])CC)C. The catalyst is C(O)C. The product is [CH2:1]([O:3][C:4](=[O:14])[CH2:5][C@@H:20]([N:6]([CH2:7][C:8]1[CH:13]=[CH:12][CH:11]=[CH:10][CH:9]=1)[CH2:5][C:4]([O:3][CH2:1][CH3:2])=[O:14])[CH3:21])[CH3:2]. The yield is 0.430. (3) The reactants are [CH3:1][CH2:2][O:3][C:4]([CH:6]1[CH2:10][CH2:9][CH:8]([CH2:11][N:12]([CH2:17][C:18]([O:20]C(C)(C)C)=[O:19])[C:13]([O:15][CH3:16])=[O:14])[N:7]1C(OC(C)(C)C)=O)=[O:5].Cl. The catalyst is O1CCOCC1. The product is [CH2:2]([O:3][C:4]([CH:6]1[CH2:10][CH2:9][CH:8]([CH2:11][N:12]([CH2:17][C:18]([OH:20])=[O:19])[C:13]([O:15][CH3:16])=[O:14])[NH:7]1)=[O:5])[CH3:1]. The yield is 1.00.